Dataset: NCI-60 drug combinations with 297,098 pairs across 59 cell lines. Task: Regression. Given two drug SMILES strings and cell line genomic features, predict the synergy score measuring deviation from expected non-interaction effect. (1) Drug 1: C1=NC(=NC(=O)N1C2C(C(C(O2)CO)O)O)N. Drug 2: CCN(CC)CCNC(=O)C1=C(NC(=C1C)C=C2C3=C(C=CC(=C3)F)NC2=O)C. Cell line: HL-60(TB). Synergy scores: CSS=54.3, Synergy_ZIP=4.65, Synergy_Bliss=1.07, Synergy_Loewe=-11.2, Synergy_HSA=-8.37. (2) Drug 1: C1=CC(=CC=C1CC(C(=O)O)N)N(CCCl)CCCl.Cl. Drug 2: C1C(C(OC1N2C=NC(=NC2=O)N)CO)O. Cell line: 786-0. Synergy scores: CSS=31.3, Synergy_ZIP=-1.94, Synergy_Bliss=1.96, Synergy_Loewe=-1.56, Synergy_HSA=1.60. (3) Drug 1: CC12CCC(CC1=CCC3C2CCC4(C3CC=C4C5=CN=CC=C5)C)O. Drug 2: CS(=O)(=O)C1=CC(=C(C=C1)C(=O)NC2=CC(=C(C=C2)Cl)C3=CC=CC=N3)Cl. Cell line: A549. Synergy scores: CSS=15.4, Synergy_ZIP=-1.85, Synergy_Bliss=1.57, Synergy_Loewe=0.405, Synergy_HSA=0.977. (4) Drug 1: CN(C)C1=NC(=NC(=N1)N(C)C)N(C)C. Drug 2: C1=CC(=CC=C1CC(C(=O)O)N)N(CCCl)CCCl.Cl. Cell line: CAKI-1. Synergy scores: CSS=43.8, Synergy_ZIP=-0.408, Synergy_Bliss=2.91, Synergy_Loewe=-33.5, Synergy_HSA=5.14.